From a dataset of Protein-peptide binding for MDM2, ACE2, and 12ca5 with 34 validated binders. Binary Classification. Given protein and peptide amino acid sequences, predict whether they interact or not. The peptide is VSNRPPYFWTRFK. The protein target is ACE2 with sequence MSSSSWLLLSLVAVTAAQSTIEEQAKTFLDKFNHEAEDLFYQSSLASWNYNTNITEENVQNMNNAGDKWSAFLKEQSTLAQMYPLQEIQNLTVKLQLQALQQNGSSVLSEDKSKRLNTILNTMSTIYSTGKVCNPDNPQECLLLEPGLNEIMANSLDYNERLWAWESWRSEVGKQLRPLYEEYVVLKNEMARANHYEDYGDYWRGDYEVNGVDGYDYSRGQLIEDVEHTFEEIKPLYEHLHAYVRAKLMNAYPSYISPIGCLPAHLLGDMWGRFWTNLYSLTVPFGQKPNIDVTDAMVDQAWDAQRIFKEAEKFFVSVGLPNMTQGFWENSMLTDPGNVQKAVCHPTAWDLGKGDFRILMCTKVTMDDFLTAHHEMGHIQYDMAYAAQPFLLRNGANEGFHEAVGEIMSLSAATPKHLKSIGLLSPDFQEDNETEINFLLKQALTIVGTLPFTYMLEKWRWMVFKGEIPKDQWMKKWWEMKREIVGVVEPVPHDETYCDP....